Dataset: Full USPTO retrosynthesis dataset with 1.9M reactions from patents (1976-2016). Task: Predict the reactants needed to synthesize the given product. (1) Given the product [CH:1]([O:4][C:5](=[O:49])[C@@H:6]([N:8]=[P:9]([O:11][C:12]1[C:21]2[C:16](=[CH:17][CH:18]=[CH:19][CH:20]=2)[CH:15]=[CH:14][C:13]=1[O:22][CH2:23][C@:24]1([N:46]=[N+:47]=[N-:48])[C@@H:28]([F:29])[C@@H:27]([OH:30])[C@H:26]([N:38]2[CH:43]=[CH:42][C:41]([NH2:44])=[N:40][C:39]2=[O:45])[O:25]1)=[O:10])[CH3:7])([CH3:2])[CH3:3], predict the reactants needed to synthesize it. The reactants are: [CH:1]([O:4][C:5](=[O:49])[C@@H:6]([N:8]=[P:9]([O:11][C:12]1[C:21]2[C:16](=[CH:17][CH:18]=[CH:19][CH:20]=2)[CH:15]=[CH:14][C:13]=1[O:22][CH2:23][C@:24]1([N:46]=[N+:47]=[N-:48])[C@@H:28]([F:29])[C@@H:27]([O:30][Si](CC)(CC)CC)[C@H:26]([N:38]2[CH:43]=[CH:42][C:41]([NH2:44])=[N:40][C:39]2=[O:45])[O:25]1)=[O:10])[CH3:7])([CH3:3])[CH3:2]. (2) Given the product [C:6]([NH:8][CH:9]([CH2:13][C:14]1[CH:19]=[CH:18][C:17]([CH:20]2[S:24](=[O:26])(=[O:25])[NH:23][C:22](=[O:31])[CH2:21]2)=[CH:16][CH:15]=1)[C:10]([NH:75][CH2:74][CH2:73][CH2:72][CH2:71][C:65]1[CH:70]=[CH:69][CH:68]=[CH:67][CH:66]=1)=[O:12])(=[O:7])[CH3:32], predict the reactants needed to synthesize it. The reactants are: C(O[C:6]([NH:8][C@@H:9]([CH2:13][C:14]1[CH:19]=[CH:18][C:17]([CH:20]2[S:24](=[O:26])(=[O:25])[N:23](C(C)(C)C)[C:22](=[O:31])[CH2:21]2)=[CH:16][CH:15]=1)[C:10]([OH:12])=O)=[O:7])(C)(C)C.[CH:32](N(CC)C(C)C)(C)C.F[P-](F)(F)(F)(F)F.C[N+](C)=C(N(C)C)ON1C2N=CC=CC=2N=N1.[C:65]1([CH2:71][CH2:72][CH2:73][CH2:74][NH2:75])[CH:70]=[CH:69][CH:68]=[CH:67][CH:66]=1. (3) Given the product [CH2:30]([N:32]([CH2:36][CH3:37])[C:33]([N:27]1[CH2:28][CH2:29][N:24]([C:22]([C:17]2[NH:18][C:19]3[C:15]([CH:16]=2)=[CH:14][C:13]([O:12][CH:9]2[CH2:8][CH2:7][N:6]([CH:3]([CH3:5])[CH3:4])[CH2:11][CH2:10]2)=[CH:21][CH:20]=3)=[O:23])[CH2:25][CH2:26]1)=[O:34])[CH3:31], predict the reactants needed to synthesize it. The reactants are: Cl.Cl.[CH:3]([N:6]1[CH2:11][CH2:10][CH:9]([O:12][C:13]2[CH:14]=[C:15]3[C:19](=[CH:20][CH:21]=2)[NH:18][C:17]([C:22]([N:24]2[CH2:29][CH2:28][NH:27][CH2:26][CH2:25]2)=[O:23])=[CH:16]3)[CH2:8][CH2:7]1)([CH3:5])[CH3:4].[CH2:30]([N:32]([CH2:36][CH3:37])[C:33](Cl)=[O:34])[CH3:31]. (4) Given the product [CH3:16][O:17][N:18]([CH3:19])[C:6]([C:2]1[NH:1][CH:5]=[CH:4][CH:3]=1)=[O:8], predict the reactants needed to synthesize it. The reactants are: [NH:1]1[CH:5]=[CH:4][CH:3]=[C:2]1[C:6]([OH:8])=O.C(Cl)(=O)C(Cl)=O.Cl.[CH3:16][O:17][NH:18][CH3:19]. (5) Given the product [NH2:15][C:10]1[O:11][CH2:12][C@H:13]([F:14])[C@:8]([C:6]2[CH:7]=[C:2]([NH:1][C:27]([C:24]3[CH:23]=[N:22][C:21]([O:20][CH2:19][F:18])=[CH:26][N:25]=3)=[O:28])[CH:3]=[CH:4][C:5]=2[F:17])([CH3:16])[N:9]=1, predict the reactants needed to synthesize it. The reactants are: [NH2:1][C:2]1[CH:3]=[CH:4][C:5]([F:17])=[C:6]([C@:8]2([CH3:16])[C@@H:13]([F:14])[CH2:12][O:11][C:10]([NH2:15])=[N:9]2)[CH:7]=1.[F:18][CH2:19][O:20][C:21]1[N:22]=[CH:23][C:24]([C:27](O)=[O:28])=[N:25][CH:26]=1. (6) Given the product [CH3:26][O:25][C:24]1[C:22]([OH:23])=[CH:21][CH:20]=[C:19](/[CH:18]=[CH:17]/[C:15]([CH2:14][C:12](/[CH:11]=[CH:10]/[C:5]2[CH:4]=[C:3]([O:2][CH3:1])[C:8]([OH:9])=[CH:7][CH:6]=2)=[O:13])=[O:16])[CH:27]=1, predict the reactants needed to synthesize it. The reactants are: [CH3:1][O:2][C:3]1[C:8]([OH:9])=[CH:7][CH:6]=[C:5](/[CH:10]=[CH:11]/[C:12]([CH2:14][C:15](/[CH:17]=[CH:18]/[C:19]2[CH:27]=[C:24]([O:25][CH3:26])[C:22]([OH:23])=[CH:21][CH:20]=2)=[O:16])=[O:13])[CH:4]=1.CCCCCCCCCCCC(OC[C@@H](OC(CCCCCCCCCCC)=O)COP(OCC[N+](C)(C)C)([O-])=O)=O.